From a dataset of Reaction yield outcomes from USPTO patents with 853,638 reactions. Predict the reaction yield, written as a fraction of the theoretical maximum amount of product (1.0 means a 100% yield; for example, 0.34 means a 34% yield). (1) The reactants are [O:1]=[C:2]1[C:11]2[C:6](=[CH:7][CH:8]=[CH:9][CH:10]=2)[NH:5][CH:4]=[C:3]1[C:12]([OH:14])=O.CN(C(ON1N=NC2C=CC=CC1=2)=[N+](C)C)C.F[P-](F)(F)(F)(F)F.CCN(CC)CC.[NH2:46][C:47]1[C:48]([C:58]([CH3:61])([CH3:60])[CH3:59])=[CH:49][C:50]([C:54]([CH3:57])([CH3:56])[CH3:55])=[C:51]([OH:53])[CH:52]=1. The catalyst is CN(C=O)C.CCOCC.CCO. The product is [OH:53][C:51]1[C:50]([C:54]([CH3:57])([CH3:56])[CH3:55])=[CH:49][C:48]([C:58]([CH3:60])([CH3:59])[CH3:61])=[C:47]([NH:46][C:12]([C:3]2[C:2](=[O:1])[C:11]3[C:6](=[CH:7][CH:8]=[CH:9][CH:10]=3)[NH:5][CH:4]=2)=[O:14])[CH:52]=1. The yield is 0.520. (2) The reactants are [OH:1][C@@H:2]([CH2:18][OH:19])[CH2:3][CH2:4][N:5]1[C:10](=[O:11])[CH:9]=[N:8][C:7]2[CH:12]=[CH:13][C:14]([O:16][CH3:17])=[N:15][C:6]1=2.C(N(CC)CC)C.CN(C1C=CC=CN=1)C.[C:36]1([CH3:46])[CH:41]=[CH:40][C:39]([S:42](Cl)(=[O:44])=[O:43])=[CH:38][CH:37]=1. The catalyst is ClCCl.O. The product is [CH3:46][C:36]1[CH:41]=[CH:40][C:39]([S:42]([O:19][CH2:18][C@H:2]([OH:1])[CH2:3][CH2:4][N:5]2[C:10](=[O:11])[CH:9]=[N:8][C:7]3[CH:12]=[CH:13][C:14]([O:16][CH3:17])=[N:15][C:6]2=3)(=[O:44])=[O:43])=[CH:38][CH:37]=1. The yield is 0.620.